This data is from Catalyst prediction with 721,799 reactions and 888 catalyst types from USPTO. The task is: Predict which catalyst facilitates the given reaction. (1) Reactant: [Cl:1][C:2]1[CH:7]=[CH:6][C:5]([C:8]2([C:14]([OH:16])=O)[CH2:13][CH2:12][CH2:11][CH2:10][CH2:9]2)=[CH:4][CH:3]=1.[NH2:17][CH2:18][CH2:19][CH2:20][N:21]1[CH2:26][CH2:25][CH:24]([C:27]2[CH:28]=[C:29]([NH:34][C:35](=[O:39])[CH:36]([CH3:38])[CH3:37])[CH:30]=[CH:31][C:32]=2[F:33])[CH2:23][CH2:22]1. Product: [Cl:1][C:2]1[CH:3]=[CH:4][C:5]([C:8]2([C:14]([NH:17][CH2:18][CH2:19][CH2:20][N:21]3[CH2:22][CH2:23][CH:24]([C:27]4[CH:28]=[C:29]([NH:34][C:35](=[O:39])[CH:36]([CH3:38])[CH3:37])[CH:30]=[CH:31][C:32]=4[F:33])[CH2:25][CH2:26]3)=[O:16])[CH2:9][CH2:10][CH2:11][CH2:12][CH2:13]2)=[CH:6][CH:7]=1. The catalyst class is: 22. (2) Reactant: [Cl:1][C:2]1[N:7]=[C:6]([Cl:8])[C:5]([NH2:9])=[CH:4][N:3]=1.[N+:10]([C:13]1[CH:18]=[CH:17][CH:16]=[CH:15][C:14]=1[S:19](Cl)(=[O:21])=[O:20])([O-:12])=[O:11]. Product: [Cl:1][C:2]1[N:7]=[C:6]([Cl:8])[C:5]([NH:9][S:19]([C:14]2[CH:15]=[CH:16][CH:17]=[CH:18][C:13]=2[N+:10]([O-:12])=[O:11])(=[O:20])=[O:21])=[CH:4][N:3]=1. The catalyst class is: 4. (3) Reactant: [CH3:1][O:2][C:3]([C:5]1[O:9][C:8]2[CH:10]=[CH:11][C:12]([Cl:14])=[CH:13][C:7]=2[C:6]=1[OH:15])=[O:4].[H-].[Na+].[CH2:18](Cl)[O:19][CH2:20][CH2:21][O:22][CH3:23]. Product: [CH3:1][O:2][C:3]([C:5]1[O:9][C:8]2[CH:10]=[CH:11][C:12]([Cl:14])=[CH:13][C:7]=2[C:6]=1[O:15][CH2:18][O:19][CH2:20][CH2:21][O:22][CH3:23])=[O:4]. The catalyst class is: 1. (4) Reactant: C(O[C:6]([N:8](C)[CH2:9][CH2:10][CH2:11][CH:12]([CH2:17][C:18]1[N:19]=[CH:20][N:21]2[C:30]3[C:25](=[CH:26][CH:27]=[CH:28][CH:29]=3)[CH2:24][CH2:23][C:22]=12)[C:13]([O:15]C)=[O:14])=O)(C)(C)C.[OH-].[Li+].O. Product: [CH:20]1[N:21]2[C:30]3[C:25]([CH2:24][CH2:23][C:22]2=[C:18]([CH2:17][CH:12]([CH2:11][CH2:10][CH2:9][NH:8][CH3:6])[C:13]([OH:15])=[O:14])[N:19]=1)=[CH:26][CH:27]=[CH:28][CH:29]=3. The catalyst class is: 334.